This data is from Forward reaction prediction with 1.9M reactions from USPTO patents (1976-2016). The task is: Predict the product of the given reaction. (1) Given the reactants [O:1]=[C:2]([NH:32][C:33]1[CH:34]=[CH:35][CH:36]=[C:37]2[C:42]=1[N:41]=[CH:40][CH:39]=[CH:38]2)[C@@H:3]([NH:20][C:21](=[O:31])[O:22][CH2:23][C:24]1[CH:29]=[CH:28][C:27]([F:30])=[CH:26][CH:25]=1)[CH2:4][CH2:5][CH2:6][CH:7]([NH:15][S:16](=[O:19])(=[O:18])[NH2:17])C(OC(C)(C)C)=O.S(N)(N)(=O)=O, predict the reaction product. The product is: [O:1]=[C:2]([NH:32][C:33]1[CH:34]=[CH:35][CH:36]=[C:37]2[C:42]=1[N:41]=[CH:40][CH:39]=[CH:38]2)[C@@H:3]([NH:20][C:21](=[O:31])[O:22][CH2:23][C:24]1[CH:25]=[CH:26][C:27]([F:30])=[CH:28][CH:29]=1)[CH2:4][CH2:5][CH2:6][CH2:7][NH:15][S:16](=[O:19])(=[O:18])[NH2:17]. (2) Given the reactants C([O:3][C:4]([C:6]1[O:7][C:8]2[C:13]([C:14](=[O:16])[CH:15]=1)=[CH:12][C:11]([O:17][CH3:18])=[CH:10][C:9]=2[N:19]1[CH2:24][CH2:23][N:22]([CH3:25])[CH2:21][CH2:20]1)=[O:5])C.[CH3:26]O.[ClH:28], predict the reaction product. The product is: [ClH:28].[CH2:18]([O:17][C:11]1[CH:12]=[C:13]2[C:8](=[C:9]([N:19]3[CH2:20][CH2:21][N:22]([CH3:25])[CH2:23][CH2:24]3)[CH:10]=1)[O:7][C:6]([C:4]([OH:3])=[O:5])=[CH:15][C:14]2=[O:16])[CH3:26].